Regression. Given a peptide amino acid sequence and an MHC pseudo amino acid sequence, predict their binding affinity value. This is MHC class I binding data. From a dataset of Peptide-MHC class I binding affinity with 185,985 pairs from IEDB/IMGT. (1) The peptide sequence is AKATGRYNL. The MHC is HLA-B44:02 with pseudo-sequence HLA-B44:02. The binding affinity (normalized) is 0.0847. (2) The peptide sequence is GTLSYDNLK. The MHC is HLA-B40:01 with pseudo-sequence HLA-B40:01. The binding affinity (normalized) is 0.0847. (3) The peptide sequence is KLMPGSIYV. The MHC is HLA-B83:01 with pseudo-sequence HLA-B83:01. The binding affinity (normalized) is 0.213. (4) The peptide sequence is MSQMPPHPY. The MHC is HLA-A26:01 with pseudo-sequence HLA-A26:01. The binding affinity (normalized) is 0.0847. (5) The peptide sequence is RTKLSRVY. The MHC is Mamu-B01 with pseudo-sequence Mamu-B01. The binding affinity (normalized) is 0. (6) The peptide sequence is ILYVSCNPA. The MHC is HLA-A11:01 with pseudo-sequence HLA-A11:01. The binding affinity (normalized) is 0.0847.